Dataset: Catalyst prediction with 721,799 reactions and 888 catalyst types from USPTO. Task: Predict which catalyst facilitates the given reaction. (1) Reactant: [OH-].[Na+:2].C([O:5][C:6](=[O:22])[CH2:7][C:8]1[NH:9][C:10](=[S:21])[C:11]([F:20])=[C:12]([N:14]2[CH2:19][CH2:18][O:17][CH2:16][CH2:15]2)[N:13]=1)C. Product: [F:20][C:11]1[C:10](=[S:21])[NH:9][C:8]([CH2:7][C:6]([O-:22])=[O:5])=[N:13][C:12]=1[N:14]1[CH2:15][CH2:16][O:17][CH2:18][CH2:19]1.[Na+:2]. The catalyst class is: 1. (2) Reactant: [CH3:1][C:2]1[CH:7]=[CH:6][CH:5]=[CH:4][C:3]=1[NH:8][NH2:9].S(=O)(=O)(O)O.[C:15](/[CH:17]=[C:18](\[O-])/[C:19]([O:21][CH2:22][CH3:23])=[O:20])#[N:16].[K+]. Product: [NH2:16][C:15]1[N:8]([C:3]2[CH:4]=[CH:5][CH:6]=[CH:7][C:2]=2[CH3:1])[N:9]=[C:18]([C:19]([O:21][CH2:22][CH3:23])=[O:20])[CH:17]=1. The catalyst class is: 408.